Dataset: Reaction yield outcomes from USPTO patents with 853,638 reactions. Task: Predict the reaction yield, written as a fraction of the theoretical maximum amount of product (1.0 means a 100% yield; for example, 0.34 means a 34% yield). (1) The reactants are [CH3:1][C:2]1[NH:7][C:6](=[O:8])[C:5]([C:9]#[N:10])=[C:4]([CH:11]([CH3:13])[CH3:12])[CH:3]=1.[B-](F)(F)(F)[F:15].[B-](F)(F)(F)F.C1[N+]2(CCl)CC[N+](F)(CC2)C1. The catalyst is CC#N. The product is [F:15][C:3]1[C:4]([CH:11]([CH3:13])[CH3:12])=[C:5]([C:9]#[N:10])[C:6](=[O:8])[NH:7][C:2]=1[CH3:1]. The yield is 0.360. (2) The reactants are [CH3:1][C:2]1[CH:11]=[CH:10][C:9]2[C:4](=[CH:5][CH:6]=[CH:7][C:8]=2[N:12]2[CH2:17][CH2:16][N:15]([CH2:18][CH2:19][C:20]3[CH:21]=[C:22]([CH:24]=[CH:25][CH:26]=3)[NH2:23])[CH2:14][CH2:13]2)[N:3]=1.[CH:27]1[CH:32]=[CH:31][C:30]([O:33][C:34]([Cl:36])=[O:35])=[CH:29][CH:28]=1. No catalyst specified. The product is [ClH:36].[ClH:36].[CH3:1][C:2]1[CH:11]=[CH:10][C:9]2[C:4](=[CH:5][CH:6]=[CH:7][C:8]=2[N:12]2[CH2:13][CH2:14][N:15]([CH2:18][CH2:19][C:20]3[CH:21]=[C:22]([NH:23][C:34](=[O:35])[O:33][C:30]4[CH:31]=[CH:32][CH:27]=[CH:28][CH:29]=4)[CH:24]=[CH:25][CH:26]=3)[CH2:16][CH2:17]2)[N:3]=1. The yield is 0.590. (3) The reactants are Br[C:2]1[C:11]2[C:6](=[CH:7][CH:8]=[C:9]([C:12]([NH2:14])=[O:13])[CH:10]=2)[CH:5]=[N:4][CH:3]=1.[Cl:15][C:16]1[N:21]=[CH:20][C:19](B(O)O)=[CH:18][CH:17]=1.C(=O)([O-])[O-].[Cs+].[Cs+]. The catalyst is O1CCOCC1.O.C1(P([C-]2C=CC=C2)C2C=CC=CC=2)C=CC=CC=1.[C-]1(P(C2C=CC=CC=2)C2C=CC=CC=2)C=CC=C1.[Fe+2].[Pd](Cl)Cl. The product is [Cl:15][C:16]1[N:21]=[CH:20][C:19]([C:2]2[C:11]3[C:6](=[CH:7][CH:8]=[C:9]([C:12]([NH2:14])=[O:13])[CH:10]=3)[CH:5]=[N:4][CH:3]=2)=[CH:18][CH:17]=1. The yield is 0.670. (4) The reactants are [CH3:1][O:2][C:3]1[CH:4]=[C:5]2[C:10](=[CH:11][C:12]=1[O:13][CH3:14])[N:9]=[CH:8][N:7]=[C:6]2[O:15][C:16]1[CH:22]=[CH:21][C:19]([NH2:20])=[CH:18][CH:17]=1.Cl[C:24](Cl)([O:26]C(=O)OC(Cl)(Cl)Cl)Cl.[O:35]1[CH2:40][CH2:39][N:38]([CH2:41][CH2:42][CH:43]([OH:47])[CH2:44][CH2:45][CH3:46])[CH2:37][CH2:36]1.C(=O)(O)[O-].[Na+]. The catalyst is C(Cl)Cl.C(N(CC)CC)C.C1(C)C=CC=CC=1. The product is [CH3:1][O:2][C:3]1[CH:4]=[C:5]2[C:10](=[CH:11][C:12]=1[O:13][CH3:14])[N:9]=[CH:8][N:7]=[C:6]2[O:15][C:16]1[CH:22]=[CH:21][C:19]([NH:20][C:24](=[O:26])[O:47][CH:43]([CH2:42][CH2:41][N:38]2[CH2:39][CH2:40][O:35][CH2:36][CH2:37]2)[CH2:44][CH2:45][CH3:46])=[CH:18][CH:17]=1. The yield is 0.730.